This data is from Reaction yield outcomes from USPTO patents with 853,638 reactions. The task is: Predict the reaction yield, written as a fraction of the theoretical maximum amount of product (1.0 means a 100% yield; for example, 0.34 means a 34% yield). The reactants are [CH3:1][C:2]1[C:7]([CH:8]([CH2:13][CH2:14][CH3:15])[C:9]([O:11]C)=[O:10])=[C:6]([C:16]2[CH:24]=[C:23]3[C:19]([CH:20]=[CH:21][N:22]3[CH3:25])=[CH:18][CH:17]=2)[N:5]=[C:4]([C:26]2[CH:31]=[CH:30][CH:29]=[CH:28][CH:27]=2)[N:3]=1.[OH-].[Na+]. The catalyst is CO. The product is [CH3:1][C:2]1[C:7]([CH:8]([CH2:13][CH2:14][CH3:15])[C:9]([OH:11])=[O:10])=[C:6]([C:16]2[CH:24]=[C:23]3[C:19]([CH:20]=[CH:21][N:22]3[CH3:25])=[CH:18][CH:17]=2)[N:5]=[C:4]([C:26]2[CH:31]=[CH:30][CH:29]=[CH:28][CH:27]=2)[N:3]=1. The yield is 0.750.